Dataset: Full USPTO retrosynthesis dataset with 1.9M reactions from patents (1976-2016). Task: Predict the reactants needed to synthesize the given product. (1) Given the product [CH:1]1[C:10]2[C:5](=[C:6]([C:11]3[S:15][C:14]([NH:16][C:22](=[O:23])[O:21][C:17]([CH3:20])([CH3:19])[CH3:18])=[N:13][N:12]=3)[CH:7]=[CH:8][CH:9]=2)[CH:4]=[N:3][N:2]=1, predict the reactants needed to synthesize it. The reactants are: [CH:1]1[C:10]2[C:5](=[C:6]([C:11]3[S:15][C:14]([NH2:16])=[N:13][N:12]=3)[CH:7]=[CH:8][CH:9]=2)[CH:4]=[N:3][N:2]=1.[C:17]([O:21][C:22](O[C:22]([O:21][C:17]([CH3:20])([CH3:19])[CH3:18])=[O:23])=[O:23])([CH3:20])([CH3:19])[CH3:18].CN(C=O)C. (2) Given the product [CH2:45]([C@H:44]([NH:52][C:32](=[O:33])[C:22]1[CH:23]=[C:24]([C:26]2[CH:27]=[CH:28][CH:29]=[CH:30][CH:31]=2)[CH:25]=[C:20]([N:16]2[CH2:17][CH2:18][CH2:19][C:15]2=[O:14])[CH:21]=1)[C@@H:43]([OH:53])[CH2:42][C@H:41]([C:40](=[O:55])[NH:39][CH2:38][CH2:37][C:36]([CH3:56])([CH3:35])[CH3:57])[CH3:54])[C:46]1[CH:51]=[CH:50][CH:49]=[CH:48][CH:47]=1, predict the reactants needed to synthesize it. The reactants are: N=C=N.C1C=CC2N(O)N=NC=2C=1.[O:14]=[C:15]1[CH2:19][CH2:18][CH2:17][N:16]1[C:20]1[CH:21]=[C:22]([C:32](O)=[O:33])[CH:23]=[C:24]([C:26]2[CH:31]=[CH:30][CH:29]=[CH:28][CH:27]=2)[CH:25]=1.[CH3:35][C:36]([CH3:57])([CH3:56])[CH2:37][CH2:38][NH:39][C:40](=[O:55])[C@H:41]([CH3:54])[CH2:42][C@H:43]([OH:53])[C@@H:44]([NH2:52])[CH2:45][C:46]1[CH:51]=[CH:50][CH:49]=[CH:48][CH:47]=1.C(O)C(N)(CO)CO.[N-]=C=O.